From a dataset of Catalyst prediction with 721,799 reactions and 888 catalyst types from USPTO. Predict which catalyst facilitates the given reaction. (1) Reactant: [OH-].[Na+].[CH3:3][C@@H:4]([NH:8][C:9]1[C:14]([C:15]([O:17]CC)=[O:16])=[CH:13][N:12]=[C:11]2[N:20]([CH2:23][CH3:24])[N:21]=[CH:22][C:10]=12)[CH:5]([CH3:7])[CH3:6].Cl. Product: [CH3:3][C@@H:4]([NH:8][C:9]1[C:14]([C:15]([OH:17])=[O:16])=[CH:13][N:12]=[C:11]2[N:20]([CH2:23][CH3:24])[N:21]=[CH:22][C:10]=12)[CH:5]([CH3:6])[CH3:7]. The catalyst class is: 97. (2) Reactant: [Cl:1][C:2]1[CH:3]=[C:4]([CH:9]([C:24]([F:27])([F:26])[F:25])/[CH:10]=[CH:11]/[C:12]2[CH:13]=[CH:14][C:15]([N:19]3[CH:23]=[N:22][CH:21]=[N:20]3)=[C:16]([CH:18]=2)[NH2:17])[CH:5]=[C:6]([Cl:8])[CH:7]=1.[CH2:28](N(CC)CC)C.CI. Product: [Cl:1][C:2]1[CH:3]=[C:4]([CH:9]([C:24]([F:26])([F:25])[F:27])/[CH:10]=[CH:11]/[C:12]2[CH:13]=[CH:14][C:15]([N:19]3[CH:23]=[N:22][CH:21]=[N:20]3)=[C:16]([CH:18]=2)[NH:17][CH3:28])[CH:5]=[C:6]([Cl:8])[CH:7]=1. The catalyst class is: 2. (3) Reactant: [H-].[Na+].[C:3]1([C@@H:9]2[CH2:11][C@H:10]2[NH:12][C:13](=[O:19])[O:14][C:15]([CH3:18])([CH3:17])[CH3:16])[CH:8]=[CH:7][CH:6]=[CH:5][CH:4]=1.Br[CH2:21][CH2:22][CH:23]1[CH2:28][CH2:27][O:26][CH2:25][CH2:24]1. Product: [C:3]1([C@@H:9]2[CH2:11][C@H:10]2[N:12]([CH2:21][CH2:22][CH:23]2[CH2:28][CH2:27][O:26][CH2:25][CH2:24]2)[C:13](=[O:19])[O:14][C:15]([CH3:16])([CH3:18])[CH3:17])[CH:4]=[CH:5][CH:6]=[CH:7][CH:8]=1. The catalyst class is: 3.